Dataset: Full USPTO retrosynthesis dataset with 1.9M reactions from patents (1976-2016). Task: Predict the reactants needed to synthesize the given product. (1) The reactants are: [CH3:1][C:2]1([CH3:22])[CH2:11][CH2:10][C:9]([CH3:13])([CH3:12])[C:8]2[CH:7]=[C:6]([CH:14]=[O:15])[CH:5]=[C:4]([O:16][CH2:17][CH2:18][O:19][CH2:20][CH3:21])[C:3]1=2.[C:23]([Mg]Br)#[CH:24]. Given the product [CH3:1][C:2]1([CH3:22])[CH2:11][CH2:10][C:9]([CH3:12])([CH3:13])[C:8]2[CH:7]=[C:6]([CH:14]([OH:15])[C:23]#[CH:24])[CH:5]=[C:4]([O:16][CH2:17][CH2:18][O:19][CH2:20][CH3:21])[C:3]1=2, predict the reactants needed to synthesize it. (2) Given the product [Br:1][C:2]1[CH:3]=[C:4]([C:8]2[NH:43][C:33]3[C:34]([C:9]=2[CH2:10][CH2:11][CH2:12][N:13]2[CH2:18][CH2:17][CH:16]([C:19]4[CH:20]=[C:21]([NH:25][C:26](=[O:30])[CH:27]([CH3:29])[CH3:28])[CH:22]=[CH:23][CH:24]=4)[CH2:15][CH2:14]2)=[CH:35][CH:36]=[C:37]2[CH:38]=[CH:39][CH:40]=[CH:41][C:42]=32)[CH:5]=[CH:6][CH:7]=1, predict the reactants needed to synthesize it. The reactants are: [Br:1][C:2]1[CH:3]=[C:4]([C:8](=O)[CH2:9][CH2:10][CH2:11][CH2:12][N:13]2[CH2:18][CH2:17][CH:16]([C:19]3[CH:20]=[C:21]([NH:25][C:26](=[O:30])[CH:27]([CH3:29])[CH3:28])[CH:22]=[CH:23][CH:24]=3)[CH2:15][CH2:14]2)[CH:5]=[CH:6][CH:7]=1.Cl.[C:33]1([NH:43]N)[C:42]2[C:37](=[CH:38][CH:39]=[CH:40][CH:41]=2)[CH:36]=[CH:35][CH:34]=1. (3) Given the product [CH2:14]([O:21][C:22]1[CH:23]=[CH:24][CH:25]=[C:26]2[C:30]=1[N:29]([CH3:31])[CH:28]=[C:27]2[CH2:32][NH:6][CH3:5])[C:15]1[CH:20]=[CH:19][CH:18]=[CH:17][CH:16]=1, predict the reactants needed to synthesize it. The reactants are: BrC1C=C[C:5](NCC(OC)=O)=[N:6]C=1.[CH2:14]([O:21][C:22]1[CH:23]=[CH:24][CH:25]=[C:26]2[C:30]=1[N:29]([CH3:31])[CH:28]=[C:27]2[CH:32]=O)[C:15]1[CH:20]=[CH:19][CH:18]=[CH:17][CH:16]=1.CN1C2C(=CC=CC=2)C(C)=C1C=O.